From a dataset of Forward reaction prediction with 1.9M reactions from USPTO patents (1976-2016). Predict the product of the given reaction. (1) Given the reactants [CH3:1][N:2]1[C:11]2[C:6](=[CH:7][C:8]([N+:12]([O-])=O)=[CH:9][CH:10]=2)[NH:5][C:4]([CH3:16])([CH3:15])[C:3]1=[O:17], predict the reaction product. The product is: [NH2:12][C:8]1[CH:7]=[C:6]2[C:11](=[CH:10][CH:9]=1)[N:2]([CH3:1])[C:3](=[O:17])[C:4]([CH3:16])([CH3:15])[NH:5]2. (2) Given the reactants [NH2:1][C:2]1[C:7]([C:8]([F:11])([F:10])[F:9])=[CH:6][CH:5]=[CH:4][C:3]=1[C:12]([C:14]1[CH:19]=[CH:18][CH:17]=[C:16]([Br:20])[CH:15]=1)=O.Cl.[C:22](#[N:24])[CH3:23], predict the reaction product. The product is: [Br:20][C:16]1[CH:15]=[C:14]([C:12]2[C:3]3[C:2](=[C:7]([C:8]([F:11])([F:10])[F:9])[CH:6]=[CH:5][CH:4]=3)[N:1]=[C:22]([CH3:23])[N:24]=2)[CH:19]=[CH:18][CH:17]=1. (3) Given the reactants [CH3:1][NH:2][C:3]([NH:5][CH3:6])=[O:4].C(O[C:11](=[O:13])[CH3:12])(=O)C.N1C=CC=[CH:16][CH:15]=1, predict the reaction product. The product is: [CH3:1][N:2]1[C:15]([CH3:16])=[CH:12][C:11](=[O:13])[N:5]([CH3:6])[C:3]1=[O:4]. (4) Given the reactants [H-].[Na+].[F:3][C:4]([F:21])([F:20])[C@H:5]1[CH2:10][CH2:9][C@H:8]([C:11]([N:13]2[CH2:17][CH2:16][CH2:15][C@@H:14]2[CH2:18][OH:19])=[O:12])[CH2:7][CH2:6]1.Br[C:23]1[CH:24]=[N:25][CH:26]=[C:27]([C:29]([F:32])([F:31])[F:30])[CH:28]=1.O, predict the reaction product. The product is: [F:30][C:29]([F:32])([F:31])[C:27]1[CH:26]=[N:25][CH:24]=[C:23]([O:19][CH2:18][C@H:14]2[CH2:15][CH2:16][CH2:17][N:13]2[C:11]([C@H:8]2[CH2:7][CH2:6][C@H:5]([C:4]([F:3])([F:20])[F:21])[CH2:10][CH2:9]2)=[O:12])[CH:28]=1. (5) Given the reactants Cl[C:2]1[CH:7]=[C:6]([NH:8][C:9]2[CH:19]=[CH:18][CH:17]=[CH:16][C:10]=2[C:11]([NH:13]OC)=[O:12])[C:5]([CH:20]2[CH2:22][CH2:21]2)=[CH:4][N:3]=1.[CH3:23][O:24][C:25]1[CH:30]=[C:29]([N:31]2[CH2:36][CH2:35][O:34][CH2:33][CH2:32]2)[CH:28]=[CH:27][C:26]=1[NH2:37].[C:38]([O-])([O-])=O.[Cs+].[Cs+].CC1(C)C2C(=C(P(C3C=CC=CC=3)C3C=CC=CC=3)C=CC=2)OC2C(P(C3C=CC=CC=3)C3C=CC=CC=3)=CC=CC1=2, predict the reaction product. The product is: [CH:20]1([C:5]2[C:6]([NH:8][C:9]3[CH:19]=[CH:18][CH:17]=[CH:16][C:10]=3[C:11]([NH:13][CH3:38])=[O:12])=[CH:7][C:2]([NH:37][C:26]3[CH:27]=[CH:28][C:29]([N:31]4[CH2:32][CH2:33][O:34][CH2:35][CH2:36]4)=[CH:30][C:25]=3[O:24][CH3:23])=[N:3][CH:4]=2)[CH2:21][CH2:22]1.